From a dataset of Forward reaction prediction with 1.9M reactions from USPTO patents (1976-2016). Predict the product of the given reaction. (1) Given the reactants [CH3:1][O:2][C:3](=[O:32])[C:4]1[CH:9]=[CH:8][C:7]([O:10][CH2:11][CH2:12][CH2:13]Br)=[CH:6][C:5]=1[NH:15][C:16](=[O:31])[C:17]1[CH:22]=[C:21]([C:23]([F:26])([F:25])[F:24])[CH:20]=[C:19]([C:27]([F:30])([F:29])[F:28])[CH:18]=1.[C:33]1([C:42]2[CH:47]=[CH:46][CH:45]=[CH:44][CH:43]=2)[CH:38]=[CH:37][C:36]([CH:39]=[N:40][OH:41])=[CH:35][CH:34]=1.C(=O)([O-])[O-].[Cs+].[Cs+], predict the reaction product. The product is: [CH3:1][O:2][C:3](=[O:32])[C:4]1[CH:9]=[CH:8][C:7]([O:10][CH2:11][CH2:12][CH2:13][O:41]/[N:40]=[CH:39]/[C:36]2[CH:37]=[CH:38][C:33]([C:42]3[CH:43]=[CH:44][CH:45]=[CH:46][CH:47]=3)=[CH:34][CH:35]=2)=[CH:6][C:5]=1[NH:15][C:16](=[O:31])[C:17]1[CH:22]=[C:21]([C:23]([F:26])([F:25])[F:24])[CH:20]=[C:19]([C:27]([F:30])([F:29])[F:28])[CH:18]=1. (2) Given the reactants [NH2:1][CH2:2][C:3]1[CH:12]=[C:11]2[C:6]([C:7]([C:25]3[CH:30]=[CH:29][C:28]([CH3:31])=[C:27]([CH3:32])[CH:26]=3)=[C:8]([CH:15]([O:20][C:21]([CH3:24])([CH3:23])[CH3:22])[C:16]([O:18][CH3:19])=[O:17])[N:9]([CH3:14])[C:10]2=[O:13])=[CH:5][CH:4]=1.CCN(CC)CC.[CH3:40][S:41](Cl)(=[O:43])=[O:42], predict the reaction product. The product is: [C:21]([O:20][CH:15]([C:8]1[N:9]([CH3:14])[C:10](=[O:13])[C:11]2[C:6]([C:7]=1[C:25]1[CH:30]=[CH:29][C:28]([CH3:31])=[C:27]([CH3:32])[CH:26]=1)=[CH:5][CH:4]=[C:3]([CH2:2][NH:1][S:41]([CH3:40])(=[O:43])=[O:42])[CH:12]=2)[C:16]([O:18][CH3:19])=[O:17])([CH3:22])([CH3:23])[CH3:24]. (3) Given the reactants CCN(C(C)C)C(C)C.Cl[P:11](N(C(C)C)C(C)C)[O:12][CH2:13][CH2:14][C:15]#[N:16].[CH3:24][O:25][CH2:26][CH2:27][O:28][CH2:29][CH2:30][OH:31].N1C=NN=N1.P(N)([O-])[O-].[CH2:41]([NH:43][C:44]([NH:46][C:47]1[NH:51][C:50]2[C:52]([C@H:67]3[CH2:71][CH2:70][CH2:69][O:68]3)=[C:53]([F:66])[C:54]([C:56]3[CH:57]=[N:58][C:59]([C:62]([OH:65])([CH3:64])[CH3:63])=[N:60][CH:61]=3)=[CH:55][C:49]=2[N:48]=1)=[O:45])[CH3:42].C1C=C(Cl)C=C(C(OO)=[O:80])C=1, predict the reaction product. The product is: [P:11]([O:31][CH2:30][CH2:29][O:28][CH2:27][CH2:26][O:25][CH3:24])([O:65][C:62]([C:59]1[N:58]=[CH:57][C:56]([C:54]2[C:53]([F:66])=[C:52]([C@H:67]3[CH2:71][CH2:70][CH2:69][O:68]3)[C:50]3[NH:51][C:47]([NH:46][C:44]([NH:43][CH2:41][CH3:42])=[O:45])=[N:48][C:49]=3[CH:55]=2)=[CH:61][N:60]=1)([CH3:64])[CH3:63])([O:12][CH2:13][CH2:14][C:15]#[N:16])=[O:80]. (4) The product is: [O:17]1[CH2:18][CH2:19][N:14]([C:10]2[O:11][C:7]3[CH:6]=[CH:5][C:4]([N+:1]([O-:3])=[O:2])=[CH:13][C:8]=3[N:9]=2)[CH2:15][CH2:16]1. Given the reactants [N+:1]([C:4]1[CH:5]=[CH:6][C:7]2[O:11][C:10](=S)[NH:9][C:8]=2[CH:13]=1)([O-:3])=[O:2].[NH:14]1[CH2:19][CH2:18][O:17][CH2:16][CH2:15]1.O, predict the reaction product. (5) Given the reactants [C:1]1([CH:7]([C:21]2[CH:26]=[CH:25][CH:24]=[CH:23][CH:22]=2)[N:8]2[CH2:11][CH:10]([NH:12][NH:13]C(OC(C)(C)C)=O)[CH2:9]2)[CH:6]=[CH:5][CH:4]=[CH:3][CH:2]=1.Cl, predict the reaction product. The product is: [CH:7]([N:8]1[CH2:9][CH:10]([NH:12][NH2:13])[CH2:11]1)([C:21]1[CH:26]=[CH:25][CH:24]=[CH:23][CH:22]=1)[C:1]1[CH:6]=[CH:5][CH:4]=[CH:3][CH:2]=1.